Task: Regression. Given two drug SMILES strings and cell line genomic features, predict the synergy score measuring deviation from expected non-interaction effect.. Dataset: NCI-60 drug combinations with 297,098 pairs across 59 cell lines Drug 1: CN(C)C1=NC(=NC(=N1)N(C)C)N(C)C. Drug 2: CC1C(C(CC(O1)OC2CC(CC3=C2C(=C4C(=C3O)C(=O)C5=CC=CC=C5C4=O)O)(C(=O)C)O)N)O. Cell line: LOX IMVI. Synergy scores: CSS=42.1, Synergy_ZIP=-3.26, Synergy_Bliss=-3.06, Synergy_Loewe=-34.0, Synergy_HSA=-0.403.